Dataset: Full USPTO retrosynthesis dataset with 1.9M reactions from patents (1976-2016). Task: Predict the reactants needed to synthesize the given product. (1) Given the product [N:12]1[CH:13]=[CH:14][C:15]([CH2:18][NH:19][C:20]([C:22]2[C:26]([CH3:27])=[C:25]([CH:28]=[C:5]3[C:4]4[C:8](=[CH:9][CH:10]=[C:2]([Br:1])[CH:3]=4)[NH:7][C:6]3=[O:11])[NH:24][C:23]=2[CH3:30])=[O:21])=[CH:16][CH:17]=1, predict the reactants needed to synthesize it. The reactants are: [Br:1][C:2]1[CH:3]=[C:4]2[C:8](=[CH:9][CH:10]=1)[NH:7][C:6](=[O:11])[CH2:5]2.[N:12]1[CH:17]=[CH:16][C:15]([CH2:18][NH:19][C:20]([C:22]2[C:26]([CH3:27])=[C:25]([CH:28]=O)[NH:24][C:23]=2[CH3:30])=[O:21])=[CH:14][CH:13]=1. (2) Given the product [C:1]1([S:7]([N:10]2[CH2:18][C@H:17]([N:24]=[N+:25]=[N-:26])[CH2:16][C@H:11]2[C:12]([O:14][CH3:15])=[O:13])(=[O:9])=[O:8])[CH:6]=[CH:5][CH:4]=[CH:3][CH:2]=1, predict the reactants needed to synthesize it. The reactants are: [C:1]1([S:7]([N:10]2[CH2:18][C@@H:17](OS(C)(=O)=O)[CH2:16][C@H:11]2[C:12]([O:14][CH3:15])=[O:13])(=[O:9])=[O:8])[CH:6]=[CH:5][CH:4]=[CH:3][CH:2]=1.[N-:24]=[N+:25]=[N-:26].[Na+]. (3) The reactants are: [CH3:1][O:2][C:3]([CH:5]1[CH:10]([C:11]2[CH:16]=[CH:15][C:14]([F:17])=[CH:13][CH:12]=2)[CH2:9][CH2:8][NH:7][CH2:6]1)=[O:4].O.[CH2:19]=O.[OH-].[Na+]. Given the product [CH3:1][O:2][C:3]([CH:5]1[CH:10]([C:11]2[CH:12]=[CH:13][C:14]([F:17])=[CH:15][CH:16]=2)[CH2:9][CH2:8][N:7]([CH3:19])[CH2:6]1)=[O:4], predict the reactants needed to synthesize it. (4) Given the product [O:11]1[CH2:12][CH2:7][CH2:8][CH2:9][CH:10]1[O:1][CH2:2][CH2:3][C:4]([OH:6])=[O:5], predict the reactants needed to synthesize it. The reactants are: [OH:1][CH2:2][CH2:3][C:4]([OH:6])=[O:5].[CH2:7]1[CH2:12][O:11][CH:10]=[CH:9][CH2:8]1.CC1C=CC(S([O-])(=O)=O)=CC=1.C1C=C[NH+]=CC=1. (5) Given the product [Cl:1][C:2]1[CH:8]=[C:7]([O:9][C:10]2[C:19]3[C:14](=[CH:15][C:16]([O:22][CH3:23])=[C:17]([O:20][CH3:21])[CH:18]=3)[N:13]=[CH:12][N:11]=2)[CH:6]=[CH:5][C:3]=1[NH:4][C:28](=[O:34])[O:27][CH2:25][CH2:42][C:36]1[CH:41]=[CH:40][CH:39]=[CH:38][CH:37]=1, predict the reactants needed to synthesize it. The reactants are: [Cl:1][C:2]1[CH:8]=[C:7]([O:9][C:10]2[C:19]3[C:14](=[CH:15][C:16]([O:22][CH3:23])=[C:17]([O:20][CH3:21])[CH:18]=3)[N:13]=[CH:12][N:11]=2)[CH:6]=[CH:5][C:3]=1[NH2:4].Cl[C:25](Cl)([O:27][C:28](=[O:34])OC(Cl)(Cl)Cl)Cl.[C:36]1([CH2:42]CO)[CH:41]=[CH:40][CH:39]=[CH:38][CH:37]=1.C(=O)(O)[O-].[Na+]. (6) Given the product [CH3:22][N:21]([CH3:23])[C:19]([C:18]1[CH:24]=[CH:25][C:26]([F:27])=[C:16]([NH:15][C:10]([C:8]2[N:7]([CH2:13][CH3:14])[N:6]=[C:5]([C:2]([CH3:4])([CH3:3])[CH3:1])[CH:9]=2)=[O:11])[CH:17]=1)=[O:20], predict the reactants needed to synthesize it. The reactants are: [CH3:1][C:2]([C:5]1[CH:9]=[C:8]([C:10](Cl)=[O:11])[N:7]([CH2:13][CH3:14])[N:6]=1)([CH3:4])[CH3:3].[NH2:15][C:16]1[CH:17]=[C:18]([CH:24]=[CH:25][C:26]=1[F:27])[C:19]([N:21]([CH3:23])[CH3:22])=[O:20].C(N(CC)C(C)C)(C)C.